From a dataset of Forward reaction prediction with 1.9M reactions from USPTO patents (1976-2016). Predict the product of the given reaction. (1) Given the reactants Br[C:2]1[CH:3]=[CH:4][CH:5]=[C:6]2[C:10]=1[N:9]([CH2:11][O:12][CH2:13][CH2:14][Si:15]([CH3:18])([CH3:17])[CH3:16])[N:8]=[CH:7]2.[CH3:19][C:20]1([CH3:36])[C:24]([CH3:26])([CH3:25])[O:23][B:22]([B:22]2[O:23][C:24]([CH3:26])([CH3:25])[C:20]([CH3:36])([CH3:19])[O:21]2)[O:21]1.C([O-])(=O)C.[K+], predict the reaction product. The product is: [CH3:19][C:20]1([CH3:36])[C:24]([CH3:26])([CH3:25])[O:23][B:22]([C:2]2[CH:3]=[CH:4][CH:5]=[C:6]3[C:10]=2[N:9]([CH2:11][O:12][CH2:13][CH2:14][Si:15]([CH3:18])([CH3:17])[CH3:16])[N:8]=[CH:7]3)[O:21]1. (2) Given the reactants C([O:8][C:9]1[CH:16]=[CH:15][C:14]([O:17][CH2:18][C:19]2[CH:24]=[CH:23][CH:22]=[CH:21][CH:20]=2)=[CH:13][C:10]=1[CH:11]=[O:12])C1C=CC=CC=1.[Mg+2].[Br-].[Br-].CCOCC.Cl, predict the reaction product. The product is: [CH2:18]([O:17][C:14]1[CH:15]=[CH:16][C:9]([OH:8])=[C:10]([CH:13]=1)[CH:11]=[O:12])[C:19]1[CH:20]=[CH:21][CH:22]=[CH:23][CH:24]=1. (3) The product is: [F:25][C@H:24]1[CH2:23][C@H:22]([O:26][CH:27]2[CH2:32][CH2:31][CH2:30][CH2:29][O:28]2)[C@H:21]([CH2:33]/[CH:34]=[CH:35]\[CH2:36][CH2:37][CH2:38][C:39]([O:41][CH:42]([CH3:44])[CH3:43])=[O:40])[C@H:20]1[CH2:19][OH:18]. Given the reactants [Si]([O:18][CH2:19][C@H:20]1[C@@H:24]([F:25])[CH2:23][C@H:22]([O:26][CH:27]2[CH2:32][CH2:31][CH2:30][CH2:29][O:28]2)[C@@H:21]1[CH2:33]/[CH:34]=[CH:35]\[CH2:36][CH2:37][CH2:38][C:39]([O:41][CH:42]([CH3:44])[CH3:43])=[O:40])(C(C)(C)C)(C1C=CC=CC=1)C1C=CC=CC=1.CCCC[N+](CCCC)(CCCC)CCCC.[F-].OS([O-])(=O)=O.[K+], predict the reaction product. (4) Given the reactants [Cl:1][C:2]1[CH:3]=[C:4]([NH:9][C:10]([N:12]2[CH2:17][CH2:16][N:15]([C:18]([CH:20]3[O:25][CH2:24][CH2:23][NH:22][CH2:21]3)=[O:19])[CH2:14][CH2:13]2)=[O:11])[CH:5]=[CH:6][C:7]=1[Cl:8].[CH:26]1[CH:31]=[CH:30][C:29]([CH2:32][CH:33]=O)=[CH:28][CH:27]=1.[BH-](OC(C)=O)(OC(C)=O)OC(C)=O.[Na+], predict the reaction product. The product is: [Cl:1][C:2]1[CH:3]=[C:4]([NH:9][C:10]([N:12]2[CH2:17][CH2:16][N:15]([C:18]([CH:20]3[O:25][CH2:24][CH2:23][N:22]([CH2:33][CH2:32][C:29]4[CH:30]=[CH:31][CH:26]=[CH:27][CH:28]=4)[CH2:21]3)=[O:19])[CH2:14][CH2:13]2)=[O:11])[CH:5]=[CH:6][C:7]=1[Cl:8]. (5) Given the reactants [S:1](=[O:5])(=[O:4])([OH:3])[OH:2].[N:6]([O-])=O.[Na+].[N+:10]([C:13]1[CH:14]=[C:15]([C:20]2[CH:25]=[CH:24][CH:23]=[CH:22][CH:21]=2)[CH:16]=[CH:17][C:18]=1[NH2:19])([O-:12])=[O:11].C(OCC)C, predict the reaction product. The product is: [S:1]([O-:5])([OH:4])(=[O:3])=[O:2].[C:20]1([C:15]2[CH:16]=[CH:17][C:18]([N+:19]#[N:6])=[C:13]([N+:10]([O-:12])=[O:11])[CH:14]=2)[CH:25]=[CH:24][CH:23]=[CH:22][CH:21]=1. (6) Given the reactants [CH3:1][C:2]([CH2:10][CH2:11][CH2:12][CH:13]([CH3:20])[CH2:14][CH2:15][CH2:16][CH:17]([CH3:19])[CH3:18])=[CH:3][CH2:4][CH2:5][C:6]([O:8][CH3:9])=[O:7].[OH:21][CH2:22][CH:23](CO)[OH:24].C(=O)([O-])[O-].[K+].[K+].Cl, predict the reaction product. The product is: [CH3:1][C:2]([CH2:10][CH2:11][CH2:12][CH:13]([CH3:20])[CH2:14][CH2:15][CH2:16][CH:17]([CH3:19])[CH3:18])=[CH:3][CH2:4][CH2:5][C:6]([O:8][CH2:9][CH:22]([CH2:23][OH:24])[OH:21])=[O:7]. (7) Given the reactants Br[C:2]1[C:7]2[C:8]([C:11]([C:13]3[CH:18]=[CH:17][C:16]([O:19][CH3:20])=[CH:15][CH:14]=3)=[O:12])=[CH:9][O:10][C:6]=2[C:5]([Br:21])=[CH:4][C:3]=1[OH:22].CC(OI1(OC(C)=O)(OC(C)=O)OC(=O)C2C=CC=CC1=2)=[O:25], predict the reaction product. The product is: [Br:21][C:5]1[C:6]2[O:10][CH:9]=[C:8]([C:11](=[O:12])[C:13]3[CH:18]=[CH:17][C:16]([O:19][CH3:20])=[CH:15][CH:14]=3)[C:7]=2[C:2](=[O:25])[C:3](=[O:22])[CH:4]=1. (8) Given the reactants [C:1](Cl)(=O)[CH2:2][CH2:3]CCCC.[Cl-].[CH2:11]([C:14]1[C:23]2[C:18](=[CH:19][C:20]([O:26][CH3:27])=[C:21]([O:24][CH3:25])[CH:22]=2)[CH:17]=[CH:16][N+:15]=1CC1C(F)=CC=CC=1Cl)[CH2:12][CH3:13], predict the reaction product. The product is: [CH2:11]([C:14]1[C:23]2[C:18](=[CH:19][C:20]([O:26][CH3:27])=[C:21]([O:24][CH3:25])[CH:22]=2)[CH:17]=[CH:16][N:15]=1)[CH2:12][CH2:13][CH2:1][CH2:2][CH3:3]. (9) Given the reactants [OH-].[Na+].[Cl:3][C:4]1[CH:16]=[C:15]([C:17]2[CH:18]=[N:19][CH:20]=[CH:21][CH:22]=2)[CH:14]=[CH:13][C:5]=1[O:6][CH2:7][C:8]([O:10]CC)=[O:9].CCO.Cl, predict the reaction product. The product is: [Cl:3][C:4]1[CH:16]=[C:15]([C:17]2[CH:18]=[N:19][CH:20]=[CH:21][CH:22]=2)[CH:14]=[CH:13][C:5]=1[O:6][CH2:7][C:8]([OH:10])=[O:9]. (10) Given the reactants [I:1][C:2]1[C:3]2[C:4](=[CH:8][NH:9][N:10]=2)[N:5]=[CH:6][CH:7]=1.I[CH:12]([CH3:14])[CH3:13].[H-].[Na+], predict the reaction product. The product is: [I:1][C:2]1[C:3]2[C:4](=[CH:8][N:9]([CH:12]([CH3:14])[CH3:13])[N:10]=2)[N:5]=[CH:6][CH:7]=1.[I:1][C:2]1[CH:7]=[CH:6][N:5]=[C:4]2[CH:8]=[N:9][N:10]([CH:12]([CH3:14])[CH3:13])[C:3]=12.